Dataset: Forward reaction prediction with 1.9M reactions from USPTO patents (1976-2016). Task: Predict the product of the given reaction. (1) Given the reactants [F:1][C:2]1[CH:7]=[CH:6][C:5]([CH2:8][C:9]2[CH:18]=[C:17]3[C:12]([C:13]([OH:25])=[C:14]([C:20](OCC)=[O:21])[C:15](=[O:19])[NH:16]3)=[N:11][CH:10]=2)=[CH:4][CH:3]=1.[O:26]([CH2:33][CH2:34][NH2:35])[C:27]1[CH:32]=[CH:31][CH:30]=[CH:29][CH:28]=1, predict the reaction product. The product is: [F:1][C:2]1[CH:7]=[CH:6][C:5]([CH2:8][C:9]2[CH:18]=[C:17]3[C:12]([C:13]([OH:25])=[C:14]([C:20]([NH:35][CH2:34][CH2:33][O:26][C:27]4[CH:32]=[CH:31][CH:30]=[CH:29][CH:28]=4)=[O:21])[C:15](=[O:19])[NH:16]3)=[N:11][CH:10]=2)=[CH:4][CH:3]=1. (2) Given the reactants Cl[C:2]1[C:7]2[CH:8]=[CH:9][N:10]([CH3:11])[C:6]=2[C:5]([C:12]([N:14]2[CH2:19][CH2:18][O:17][CH2:16][CH2:15]2)=[O:13])=[CH:4][N:3]=1.[CH3:20][C:21]1[CH:27]=[C:26]([C:28]([F:31])([F:30])[F:29])[CH:25]=[CH:24][C:22]=1[NH2:23].C(=O)([O-])[O-].[Cs+].[Cs+], predict the reaction product. The product is: [CH3:11][N:10]1[C:6]2[C:5]([C:12]([N:14]3[CH2:19][CH2:18][O:17][CH2:16][CH2:15]3)=[O:13])=[CH:4][N:3]=[C:2]([NH:23][C:22]3[CH:24]=[CH:25][C:26]([C:28]([F:29])([F:30])[F:31])=[CH:27][C:21]=3[CH3:20])[C:7]=2[CH:8]=[CH:9]1. (3) The product is: [CH3:9][S:8][C:6]1[N:5]=[C:4]([C:10]([O:12][CH3:13])=[O:11])[CH:3]=[C:2]([N:15]2[CH2:16][CH2:17][CH:18]([C:21]3[C:29]4[C:24](=[N:25][CH:26]=[CH:27][CH:28]=4)[NH:23][CH:22]=3)[CH2:19][CH2:20]2)[N:7]=1. Given the reactants Cl[C:2]1[N:7]=[C:6]([S:8][CH3:9])[N:5]=[C:4]([C:10]([O:12][CH3:13])=[O:11])[CH:3]=1.Cl.[NH:15]1[CH2:20][CH2:19][CH:18]([C:21]2[C:29]3[C:24](=[N:25][CH:26]=[CH:27][CH:28]=3)[NH:23][CH:22]=2)[CH2:17][CH2:16]1.CCN(C(C)C)C(C)C, predict the reaction product.